From a dataset of Full USPTO retrosynthesis dataset with 1.9M reactions from patents (1976-2016). Predict the reactants needed to synthesize the given product. Given the product [NH2:24][C:13]1[CH:14]=[C:15]([C:18]2[CH:19]=[CH:20][N:21]=[CH:22][CH:23]=2)[CH:16]=[CH:17][C:12]=1[NH:11][S:8]([C:5]1[CH:6]=[CH:7][C:2]([Cl:1])=[CH:3][CH:4]=1)(=[O:9])=[O:10], predict the reactants needed to synthesize it. The reactants are: [Cl:1][C:2]1[CH:7]=[CH:6][C:5]([S:8]([NH:11][C:12]2[CH:17]=[CH:16][C:15]([C:18]3[CH:23]=[CH:22][N:21]=[CH:20][CH:19]=3)=[CH:14][C:13]=2[N+:24]([O-])=O)(=[O:10])=[O:9])=[CH:4][CH:3]=1.